Dataset: Peptide-MHC class I binding affinity with 185,985 pairs from IEDB/IMGT. Task: Regression. Given a peptide amino acid sequence and an MHC pseudo amino acid sequence, predict their binding affinity value. This is MHC class I binding data. (1) The peptide sequence is YAAVVPLVY. The MHC is HLA-A29:02 with pseudo-sequence HLA-A29:02. The binding affinity (normalized) is 0.943. (2) The peptide sequence is RQRHYFDSA. The MHC is HLA-A02:12 with pseudo-sequence HLA-A02:12. The binding affinity (normalized) is 0.0847. (3) The peptide sequence is SEGVPDLLV. The MHC is HLA-B44:03 with pseudo-sequence HLA-B44:03. The binding affinity (normalized) is 0.0808. (4) The peptide sequence is GLENGLNYI. The MHC is HLA-A69:01 with pseudo-sequence HLA-A69:01. The binding affinity (normalized) is 0.0847. (5) The peptide sequence is NQVIVNNLDK. The MHC is HLA-A33:01 with pseudo-sequence HLA-A33:01. The binding affinity (normalized) is 0. (6) The peptide sequence is RVDFCGKGY. The MHC is HLA-A03:01 with pseudo-sequence HLA-A03:01. The binding affinity (normalized) is 0.303.